Dataset: NCI-60 drug combinations with 297,098 pairs across 59 cell lines. Task: Regression. Given two drug SMILES strings and cell line genomic features, predict the synergy score measuring deviation from expected non-interaction effect. (1) Drug 2: CCC1(C2=C(COC1=O)C(=O)N3CC4=CC5=C(C=CC(=C5CN(C)C)O)N=C4C3=C2)O.Cl. Cell line: SNB-75. Synergy scores: CSS=10.9, Synergy_ZIP=-1.52, Synergy_Bliss=0.369, Synergy_Loewe=-18.3, Synergy_HSA=-1.79. Drug 1: CS(=O)(=O)C1=CC(=C(C=C1)C(=O)NC2=CC(=C(C=C2)Cl)C3=CC=CC=N3)Cl. (2) Drug 1: C1CC(=O)NC(=O)C1N2CC3=C(C2=O)C=CC=C3N. Drug 2: C1=C(C(=O)NC(=O)N1)F. Cell line: PC-3. Synergy scores: CSS=39.1, Synergy_ZIP=-0.239, Synergy_Bliss=-0.184, Synergy_Loewe=-2.37, Synergy_HSA=3.88. (3) Drug 1: CNC(=O)C1=NC=CC(=C1)OC2=CC=C(C=C2)NC(=O)NC3=CC(=C(C=C3)Cl)C(F)(F)F. Drug 2: CCN(CC)CCCC(C)NC1=C2C=C(C=CC2=NC3=C1C=CC(=C3)Cl)OC. Cell line: M14. Synergy scores: CSS=6.45, Synergy_ZIP=-3.74, Synergy_Bliss=-4.99, Synergy_Loewe=-20.4, Synergy_HSA=-4.95. (4) Drug 1: C1C(C(OC1N2C=C(C(=O)NC2=O)F)CO)O. Drug 2: CC1=C(C(=O)C2=C(C1=O)N3CC4C(C3(C2COC(=O)N)OC)N4)N. Cell line: HCC-2998. Synergy scores: CSS=50.6, Synergy_ZIP=-9.68, Synergy_Bliss=-10.5, Synergy_Loewe=-3.37, Synergy_HSA=0.914. (5) Drug 1: COC1=CC(=CC(=C1O)OC)C2C3C(COC3=O)C(C4=CC5=C(C=C24)OCO5)OC6C(C(C7C(O6)COC(O7)C8=CC=CS8)O)O. Drug 2: C(CN)CNCCSP(=O)(O)O. Cell line: SF-539. Synergy scores: CSS=23.5, Synergy_ZIP=2.66, Synergy_Bliss=4.00, Synergy_Loewe=-32.1, Synergy_HSA=3.21. (6) Drug 1: CC1=C2C(C(=O)C3(C(CC4C(C3C(C(C2(C)C)(CC1OC(=O)C(C(C5=CC=CC=C5)NC(=O)OC(C)(C)C)O)O)OC(=O)C6=CC=CC=C6)(CO4)OC(=O)C)OC)C)OC. Drug 2: C1=NC2=C(N1)C(=S)N=C(N2)N. Cell line: SN12C. Synergy scores: CSS=63.5, Synergy_ZIP=3.78, Synergy_Bliss=6.45, Synergy_Loewe=8.85, Synergy_HSA=11.3.